This data is from Catalyst prediction with 721,799 reactions and 888 catalyst types from USPTO. The task is: Predict which catalyst facilitates the given reaction. (1) Reactant: Cl[O-].[Na+].[OH-].[NH4+:5].[Cl-].[NH4+].[NH:8]1[CH2:13][CH2:12][CH:11]([CH2:14][CH2:15][OH:16])[CH2:10][CH2:9]1.[OH-].[Na+]. Product: [NH:5]=[C:9]1[CH2:10][CH:11]([CH2:14][CH2:15][OH:16])[CH2:12][CH2:13][NH:8]1. The catalyst class is: 20. (2) Product: [CH3:1][N:2]1[C:10]2[C:5](=[N:6][CH:7]=[CH:8][CH:9]=2)[C:4]([C:11]([OH:13])=[O:12])=[C:3]1[C:16]1[CH:21]=[CH:20][CH:19]=[CH:18][CH:17]=1. Reactant: [CH3:1][N:2]1[C:10]2[C:5](=[N:6][CH:7]=[CH:8][CH:9]=2)[C:4]([C:11]([O:13]CC)=[O:12])=[C:3]1[C:16]1[CH:21]=[CH:20][CH:19]=[CH:18][CH:17]=1.[OH-].[K+]. The catalyst class is: 8.